Task: Predict the reaction yield, written as a fraction of the theoretical maximum amount of product (1.0 means a 100% yield; for example, 0.34 means a 34% yield).. Dataset: Reaction yield outcomes from USPTO patents with 853,638 reactions (1) The reactants are [Cl:1][C:2]1[C:11]2[C:10](=[O:12])[NH:9][CH2:8][CH2:7][C:6]=2[C:5]([C:13]([O:15]C)=[O:14])=[CH:4][C:3]=1[O:17][CH:18]([CH3:20])[CH3:19].[CH2:21]([O:28][C:29]1[C:34]([CH2:35]Cl)=[C:33]([CH3:37])[CH:32]=[C:31]([CH3:38])[N:30]=1)[C:22]1[CH:27]=[CH:26][CH:25]=[CH:24][CH:23]=1.C[Si]([N-][Si](C)(C)C)(C)C.[K+]. The catalyst is O1CCOCC1. The product is [CH2:21]([O:28][C:29]1[C:34]([CH2:35][N:9]2[CH2:8][CH2:7][C:6]3[C:5]([C:13]([OH:15])=[O:14])=[CH:4][C:3]([O:17][CH:18]([CH3:20])[CH3:19])=[C:2]([Cl:1])[C:11]=3[C:10]2=[O:12])=[C:33]([CH3:37])[CH:32]=[C:31]([CH3:38])[N:30]=1)[C:22]1[CH:27]=[CH:26][CH:25]=[CH:24][CH:23]=1. The yield is 0.330. (2) The reactants are [CH3:1][N:2]1[CH:6]=[C:5]([NH2:7])[CH:4]=[N:3]1.C(OC([NH:15][C:16]1[S:20][CH:19]=[N:18][C:17]=1[C:21](O)=[O:22])=O)(C)(C)C. No catalyst specified. The product is [NH2:15][C:16]1[S:20][CH:19]=[N:18][C:17]=1[C:21]([NH:7][C:5]1[CH:4]=[N:3][N:2]([CH3:1])[CH:6]=1)=[O:22]. The yield is 0.320. (3) The reactants are [O:1]=[C:2]1[CH:7]=[CH:6][N:5]([C:8]2[CH:13]=[CH:12][CH:11]=[C:10]([C:14]([F:17])([F:16])[F:15])[CH:9]=2)[N:4]=[C:3]1[C:18]([NH:20][NH2:21])=O.CO[CH:24](OC)[N:25]([CH3:27])C.C(O)(=O)C.N[C:35]1[CH:40]=[CH:39]C=[CH:37][CH:36]=1. The catalyst is C(#N)C. The product is [C:24]1([N:25]2[CH:27]=[N:21][N:20]=[C:18]2[C:3]2[C:2](=[O:1])[CH:7]=[CH:6][N:5]([C:8]3[CH:13]=[CH:12][CH:11]=[C:10]([C:14]([F:17])([F:16])[F:15])[CH:9]=3)[N:4]=2)[CH:39]=[CH:40][CH:35]=[CH:36][CH:37]=1. The yield is 0.530. (4) The reactants are Br[C:2]1[CH:3]=[C:4]([CH:9]=[C:10]([OH:12])[CH:11]=1)[C:5]([O:7][CH3:8])=[O:6].[B:13]1([B:13]2[O:17][C:16]([CH3:19])([CH3:18])[C:15]([CH3:21])([CH3:20])[O:14]2)[O:17][C:16]([CH3:19])([CH3:18])[C:15]([CH3:21])([CH3:20])[O:14]1.C([O-])(=O)C.[K+]. The catalyst is O1CCOCC1. The product is [OH:12][C:10]1[CH:9]=[C:4]([CH:3]=[C:2]([B:13]2[O:17][C:16]([CH3:19])([CH3:18])[C:15]([CH3:21])([CH3:20])[O:14]2)[CH:11]=1)[C:5]([O:7][CH3:8])=[O:6]. The yield is 0.830. (5) The reactants are [CH:1]1[C:14]2[CH:13]=[C:12](B(O)O)[C:11]3[C:6](=[CH:7][CH:8]=[CH:9][CH:10]=3)[C:5]=2[CH:4]=[CH:3][CH:2]=1.[C:18]1([C:50]2[CH:55]=[CH:54][CH:53]=[CH:52][CH:51]=2)[CH:23]=[CH:22][CH:21]=[C:20]([C:24]2[N:29]=[C:28]([C:30]3[CH:31]=[C:32]([C:36]4[CH:41]=[CH:40][CH:39]=[CH:38][CH:37]=4)[CH:33]=[CH:34][CH:35]=3)[N:27]=[C:26]([C:42]3[CH:47]=[C:46](Br)[CH:45]=[C:44](Br)[CH:43]=3)[N:25]=2)[CH:19]=1.C([O-])([O-])=O.[K+].[K+].[N:62]1[CH:67]=[CH:66][CH:65]=[CH:64][C:63]=1[C:68]1[CH:73]=[CH:72][C:71](B(O)O)=[CH:70][CH:69]=1. The catalyst is C1C=CC([P]([Pd]([P](C2C=CC=CC=2)(C2C=CC=CC=2)C2C=CC=CC=2)([P](C2C=CC=CC=2)(C2C=CC=CC=2)C2C=CC=CC=2)[P](C2C=CC=CC=2)(C2C=CC=CC=2)C2C=CC=CC=2)(C2C=CC=CC=2)C2C=CC=CC=2)=CC=1.C(O)C.C1(C)C=CC=CC=1. The product is [C:18]1([C:50]2[CH:55]=[CH:54][CH:53]=[CH:52][CH:51]=2)[CH:23]=[CH:22][CH:21]=[C:20]([C:24]2[N:29]=[C:28]([C:30]3[CH:31]=[C:32]([C:36]4[CH:41]=[CH:40][CH:39]=[CH:38][CH:37]=4)[CH:33]=[CH:34][CH:35]=3)[N:27]=[C:26]([C:42]3[CH:47]=[C:46]([C:71]4[CH:70]=[CH:69][C:68]([C:63]5[CH:64]=[CH:65][CH:66]=[CH:67][N:62]=5)=[CH:73][CH:72]=4)[CH:45]=[C:44]([C:13]4[C:14]5[C:5]([C:6]6[CH:7]=[CH:8][CH:9]=[CH:10][C:11]=6[CH:12]=4)=[CH:4][CH:3]=[CH:2][CH:1]=5)[CH:43]=3)[N:25]=2)[CH:19]=1. The yield is 0.580. (6) The reactants are [CH3:1][N:2]([CH3:29])[C:3]([C:5]1[C:17]([CH2:18][CH2:19][C:20](=[O:27])[C:21]2[CH:26]=[CH:25][CH:24]=[CH:23][CH:22]=2)=[C:16]([OH:28])[C:8]2[N:9]=[C:10]([CH:13]3[CH2:15][CH2:14]3)[N:11]([CH3:12])[C:7]=2[CH:6]=1)=[O:4].[BH4-].[Na+].[Cl-].[NH4+].O. The catalyst is C(O)C. The product is [CH3:29][N:2]([CH3:1])[C:3]([C:5]1[C:17]([CH2:18][CH2:19][CH:20]([OH:27])[C:21]2[CH:22]=[CH:23][CH:24]=[CH:25][CH:26]=2)=[C:16]([OH:28])[C:8]2[N:9]=[C:10]([CH:13]3[CH2:15][CH2:14]3)[N:11]([CH3:12])[C:7]=2[CH:6]=1)=[O:4]. The yield is 1.00. (7) The reactants are [CH3:1][C:2]([C@@H:4]1[C@@:8]2([CH3:23])[CH2:9][CH2:10][C@@H:11]3[C@@:16]4([CH3:22])[CH2:17][CH2:18][C@H:19]([OH:21])[CH2:20][C:15]4=[CH:14][CH2:13][C@H:12]3[C@@H:7]2[CH2:6][CH2:5]1)=[O:3].N1C=CN=C1.[CH3:29][C:30]([Si:33](Cl)([C:40]1[CH:45]=[CH:44][CH:43]=[CH:42][CH:41]=1)[C:34]1[CH:39]=[CH:38][CH:37]=[CH:36][CH:35]=1)([CH3:32])[CH3:31]. The catalyst is C(Cl)Cl. The product is [Si:33]([O:21][C@@H:19]1[CH2:20][C:15]2[C@@:16]([CH3:22])([CH:11]3[CH:12]([CH2:13][CH:14]=2)[CH:7]2[C@@:8]([CH3:23])([C@@H:4]([C:2](=[O:3])[CH3:1])[CH2:5][CH2:6]2)[CH2:9][CH2:10]3)[CH2:17][CH2:18]1)([C:30]([CH3:32])([CH3:31])[CH3:29])([C:40]1[CH:41]=[CH:42][CH:43]=[CH:44][CH:45]=1)[C:34]1[CH:39]=[CH:38][CH:37]=[CH:36][CH:35]=1. The yield is 0.850. (8) The reactants are [C:1]([C:5]1[O:9][N:8]=[C:7]([NH:10][C:11]([NH:13][C:14]2[CH:19]=[CH:18][CH:17]=[C:16]([O:20][C:21]3[C:30]4[C:25](=[CH:26][C:27]([O:35][CH3:36])=[C:28]([O:31][CH2:32][CH2:33]Cl)[CH:29]=4)[N:24]=[CH:23][N:22]=3)[CH:15]=2)=[O:12])[CH:6]=1)([CH3:4])([CH3:3])[CH3:2].[CH3:37][N:38]1[CH2:43][CH2:42][NH:41][CH2:40][CH2:39]1. No catalyst specified. The product is [C:1]([C:5]1[O:9][N:8]=[C:7]([NH:10][C:11]([NH:13][C:14]2[CH:19]=[CH:18][CH:17]=[C:16]([O:20][C:21]3[C:30]4[C:25](=[CH:26][C:27]([O:35][CH3:36])=[C:28]([O:31][CH2:32][CH2:33][N:41]5[CH2:42][CH2:43][N:38]([CH3:37])[CH2:39][CH2:40]5)[CH:29]=4)[N:24]=[CH:23][N:22]=3)[CH:15]=2)=[O:12])[CH:6]=1)([CH3:4])([CH3:3])[CH3:2]. The yield is 0.0800. (9) The reactants are [F:1][C:2]([F:13])([F:12])[C:3]1[C:11]2[CH2:10][CH2:9][CH2:8][CH2:7][C:6]=2[NH:5][N:4]=1.Br[C:15]1[CH:20]=[CH:19][C:18]([O:21][CH2:22][CH2:23][CH3:24])=[CH:17][CH:16]=1.CN(C)CC(O)=O.C(=O)([O-])[O-].[K+].[K+]. The catalyst is CS(C)=O.[Cu]I. The product is [CH2:22]([O:21][C:18]1[CH:19]=[CH:20][C:15]([N:5]2[C:6]3[CH2:7][CH2:8][CH2:9][CH2:10][C:11]=3[C:3]([C:2]([F:1])([F:12])[F:13])=[N:4]2)=[CH:16][CH:17]=1)[CH2:23][CH3:24]. The yield is 0.0900. (10) The reactants are [CH3:1][N:2]1[CH2:6][CH2:5][CH2:4][CH:3]1[CH2:7][CH2:8][N:9]1[C:17]2[C:12](=[CH:13][C:14]([NH2:18])=[CH:15][CH:16]=2)[CH:11]=[C:10]1[C:19]1[CH:24]=[CH:23][C:22]([N+:25]([O-:27])=[O:26])=[CH:21][CH:20]=1.I.CS[C:31]([C:33]1[S:34][CH:35]=[CH:36][CH:37]=1)=[NH:32].N. The catalyst is CO.C(Cl)Cl.C(O)C. The product is [CH3:1][N:2]1[CH2:6][CH2:5][CH2:4][CH:3]1[CH2:7][CH2:8][N:9]1[C:17]2[C:12](=[CH:13][C:14]([NH:18][C:31]([C:33]3[S:34][CH:35]=[CH:36][CH:37]=3)=[NH:32])=[CH:15][CH:16]=2)[CH:11]=[C:10]1[C:19]1[CH:20]=[CH:21][C:22]([N+:25]([O-:27])=[O:26])=[CH:23][CH:24]=1. The yield is 0.278.